Dataset: Full USPTO retrosynthesis dataset with 1.9M reactions from patents (1976-2016). Task: Predict the reactants needed to synthesize the given product. (1) Given the product [CH3:13][O:14][C:15]1[CH:27]=[CH:26][CH:25]=[CH:24][C:16]=1[CH:17]([C:8]1[N:7]([C:1]2[CH:6]=[CH:5][CH:4]=[CH:3][CH:2]=2)[CH:11]=[CH:10][CH:9]=1)[N:18]1[CH2:23][CH2:22][O:21][CH2:20][CH2:19]1, predict the reactants needed to synthesize it. The reactants are: [C:1]1([N:7]2[CH:11]=[CH:10][CH:9]=[CH:8]2)[CH:6]=[CH:5][CH:4]=[CH:3][CH:2]=1.[Cl-].[CH3:13][O:14][C:15]1[CH:27]=[CH:26][CH:25]=[CH:24][C:16]=1[CH:17]=[N+:18]1[CH2:23][CH2:22][O:21][CH2:20][CH2:19]1. (2) Given the product [C:1]([C:3]([C:6]1[CH:7]=[C:8]([CH:33]=[CH:34][CH:35]=1)[C:9]([NH:11][C:12]1[CH:13]=[CH:14][C:15]([CH3:32])=[C:16]([NH:18][C:19]([C:21]2[S:31][C:24]3=[N:25][C:26]([N:29]([CH3:37])[CH3:30])=[CH:27][N:28]=[C:23]3[CH:22]=2)=[O:20])[CH:17]=1)=[O:10])([CH3:5])[CH3:4])#[N:2], predict the reactants needed to synthesize it. The reactants are: [C:1]([C:3]([C:6]1[CH:7]=[C:8]([CH:33]=[CH:34][CH:35]=1)[C:9]([NH:11][C:12]1[CH:13]=[CH:14][C:15]([CH3:32])=[C:16]([NH:18][C:19]([C:21]2[S:31][C:24]3=[N:25][C:26]([NH:29][CH3:30])=[CH:27][N:28]=[C:23]3[CH:22]=2)=[O:20])[CH:17]=1)=[O:10])([CH3:5])[CH3:4])#[N:2].Cl[C:37]1N=C2SC(C(NC3C=C(NC(=O)C4C=CC=C(C(C#N)(C)C)C=4)C=CC=3C)=O)=CC2=NC=1.CNC.C1COCC1.